Predict which catalyst facilitates the given reaction. From a dataset of Catalyst prediction with 721,799 reactions and 888 catalyst types from USPTO. (1) Reactant: [NH2:1][CH2:2][C:3]1[C:4]([NH:20][C@H:21]([C:24]2[CH:29]=[CH:28][C:27]([F:30])=[CH:26][CH:25]=2)[CH2:22][OH:23])=[N:5][C:6]([NH:10][C:11]2[CH:15]=[C:14]([O:16][CH:17]([CH3:19])[CH3:18])[NH:13][N:12]=2)=[C:7]([F:9])[CH:8]=1.[CH3:31][S:32](O)(=[O:34])=[O:33].CCN(C(C)C)C(C)C. Product: [F:9][C:7]1[CH:8]=[C:3]([CH2:2][NH:1][S:32]([CH3:31])(=[O:34])=[O:33])[C:4]([NH:20][C@H:21]([C:24]2[CH:29]=[CH:28][C:27]([F:30])=[CH:26][CH:25]=2)[CH2:22][OH:23])=[N:5][C:6]=1[NH:10][C:11]1[CH:15]=[C:14]([O:16][CH:17]([CH3:19])[CH3:18])[NH:13][N:12]=1. The catalyst class is: 251. (2) Product: [Cl:7][C:8]1[CH:16]=[CH:15][C:14]([N:17]2[CH:21]=[CH:20][CH:19]=[N:18]2)=[CH:13][C:9]=1[C:10]([NH:12][C:1](=[O:5])[NH:22][C:23]1[S:24][C:25]2[CH:31]=[C:30]([S:32]([CH3:35])(=[O:34])=[O:33])[CH:29]=[CH:28][C:26]=2[N:27]=1)=[O:11]. The catalyst class is: 1. Reactant: [C:1](Cl)(=[O:5])C(Cl)=O.[Cl:7][C:8]1[CH:16]=[CH:15][C:14]([N:17]2[CH:21]=[CH:20][CH:19]=[N:18]2)=[CH:13][C:9]=1[C:10]([NH2:12])=[O:11].[NH2:22][C:23]1[S:24][C:25]2[CH:31]=[C:30]([S:32]([CH3:35])(=[O:34])=[O:33])[CH:29]=[CH:28][C:26]=2[N:27]=1. (3) Reactant: [NH2:1][C@@H:2]1[CH2:6][CH2:5][N:4]([C:7]([O:9][C:10]([CH3:13])([CH3:12])[CH3:11])=[O:8])[CH2:3]1.C(N(CC)CC)C.[Br:21][C:22]1[CH:27]=[CH:26][C:25]([Br:28])=[CH:24][C:23]=1[S:29](Cl)(=[O:31])=[O:30]. Product: [Br:21][C:22]1[CH:27]=[CH:26][C:25]([Br:28])=[CH:24][C:23]=1[S:29]([NH:1][C@@H:2]1[CH2:6][CH2:5][N:4]([C:7]([O:9][C:10]([CH3:13])([CH3:12])[CH3:11])=[O:8])[CH2:3]1)(=[O:31])=[O:30]. The catalyst class is: 2. (4) Reactant: Br[C:2]1[CH:7]=[CH:6][C:5]([C:8]2[N:12]([CH2:13][C@@H:14]3[CH2:18][CH2:17][N:16]([C:19]([CH:21]4[CH2:23][CH2:22]4)=[O:20])[CH2:15]3)[C:11]3[CH:24]=[CH:25][C:26]([C:28]([F:31])([F:30])[F:29])=[CH:27][C:10]=3[N:9]=2)=[CH:4][CH:3]=1.C([O-])(=O)C.[K+].CC1(C)C(C)(C)OB(B2OC(C)(C)C(C)(C)O2)O1.Br[C:56]1[CH:57]=[C:58]2[NH:64][CH:63]=[CH:62][C:59]2=[N:60][CH:61]=1.C(=O)([O-])[O-].[K+].[K+]. Product: [CH:21]1([C:19]([N:16]2[CH2:17][CH2:18][C@@H:14]([CH2:13][N:12]3[C:11]4[CH:24]=[CH:25][C:26]([C:28]([F:31])([F:30])[F:29])=[CH:27][C:10]=4[N:9]=[C:8]3[C:5]3[CH:6]=[CH:7][C:2]([C:56]4[CH:57]=[C:58]5[NH:64][CH:63]=[CH:62][C:59]5=[N:60][CH:61]=4)=[CH:3][CH:4]=3)[CH2:15]2)=[O:20])[CH2:23][CH2:22]1. The catalyst class is: 368.